This data is from Full USPTO retrosynthesis dataset with 1.9M reactions from patents (1976-2016). The task is: Predict the reactants needed to synthesize the given product. Given the product [F:1][C:2]1[CH:16]=[CH:15][C:5]([O:6][C:7]2[CH:12]=[CH:11][C:10]([CH2:13][O:14][C:22]3[CH:33]=[C:26]4[N:27]([CH3:32])[C@@H:28]([CH3:31])[CH2:29][CH2:30][N:25]4[C:24](=[O:34])[N:23]=3)=[CH:9][CH:8]=2)=[CH:4][C:3]=1[C:17]([F:18])([F:19])[F:20], predict the reactants needed to synthesize it. The reactants are: [F:1][C:2]1[CH:16]=[CH:15][C:5]([O:6][C:7]2[CH:12]=[CH:11][C:10]([CH2:13][OH:14])=[CH:9][CH:8]=2)=[CH:4][C:3]=1[C:17]([F:20])([F:19])[F:18].Cl[C:22]1[CH:33]=[C:26]2[N:27]([CH3:32])[C@@H:28]([CH3:31])[CH2:29][CH2:30][N:25]2[C:24](=[O:34])[N:23]=1.